This data is from Peptide-MHC class I binding affinity with 185,985 pairs from IEDB/IMGT. The task is: Regression. Given a peptide amino acid sequence and an MHC pseudo amino acid sequence, predict their binding affinity value. This is MHC class I binding data. (1) The peptide sequence is ETIGLVRAL. The MHC is HLA-A26:03 with pseudo-sequence HLA-A26:03. The binding affinity (normalized) is 1.00. (2) The peptide sequence is TLLCVLAALV. The MHC is HLA-A02:06 with pseudo-sequence HLA-A02:06. The binding affinity (normalized) is 0.615. (3) The peptide sequence is LVMDKNHAI. The MHC is HLA-A68:02 with pseudo-sequence HLA-A68:02. The binding affinity (normalized) is 0.784. (4) The peptide sequence is ADAKAAAAV. The MHC is HLA-A02:01 with pseudo-sequence HLA-A02:01. The binding affinity (normalized) is 0.149. (5) The peptide sequence is EVDSFSLGIL. The MHC is HLA-A26:01 with pseudo-sequence HLA-A26:01. The binding affinity (normalized) is 0.451. (6) The binding affinity (normalized) is 0.0847. The MHC is HLA-A69:01 with pseudo-sequence HLA-A69:01. The peptide sequence is KLYFWIPWS. (7) The peptide sequence is LLSAWILTA. The MHC is HLA-A24:02 with pseudo-sequence HLA-A24:02. The binding affinity (normalized) is 0.